From a dataset of Reaction yield outcomes from USPTO patents with 853,638 reactions. Predict the reaction yield, written as a fraction of the theoretical maximum amount of product (1.0 means a 100% yield; for example, 0.34 means a 34% yield). The reactants are [C:1]([O:5][C:6]([N:8]1[CH2:12][C@H:11]([OH:13])[CH2:10][C@H:9]1[CH2:14][OH:15])=[O:7])([CH3:4])([CH3:3])[CH3:2].[C:16](Cl)(=[O:21])[C:17]([CH3:20])([CH3:19])[CH3:18].CCN(C(C)C)C(C)C. The catalyst is C(Cl)Cl.CS(C)=O. The product is [C:1]([O:5][C:6]([N:8]1[CH2:12][C:11](=[O:13])[CH2:10][C@H:9]1[CH2:14][O:15][C:16](=[O:21])[C:17]([CH3:20])([CH3:19])[CH3:18])=[O:7])([CH3:4])([CH3:3])[CH3:2]. The yield is 0.742.